This data is from Forward reaction prediction with 1.9M reactions from USPTO patents (1976-2016). The task is: Predict the product of the given reaction. (1) Given the reactants C1C=CC(P(C2C=CC=CC=2)CCCP(C2C=CC=CC=2)C2C=CC=CC=2)=CC=1.[BH4-].[Na+].C([N:35]1[C:43]2[C:38](=[N:39][C:40]([N:45]3[CH:49]=[C:48]4[CH2:50][N:51]([S:53]([CH3:56])(=[O:55])=[O:54])[CH2:52][C:47]4=[N:46]3)=[C:41]([Cl:44])[CH:42]=2)[N:37]=[C:36]1[O:57][C@@H:58]1[CH2:62][O:61][C@@H:60]2[C@H:63]([O:66][Si](C(C)(C)C)(C)C)[CH2:64][O:65][C@H:59]12)C=C.C1COCC1, predict the reaction product. The product is: [Cl:44][C:41]1[CH:42]=[C:43]2[NH:35][C:36]([O:57][C@H:58]3[C@H:59]4[O:65][CH2:64][C@@H:63]([OH:66])[C@H:60]4[O:61][CH2:62]3)=[N:37][C:38]2=[N:39][C:40]=1[N:45]1[CH:49]=[C:48]2[CH2:50][N:51]([S:53]([CH3:56])(=[O:55])=[O:54])[CH2:52][C:47]2=[N:46]1. (2) Given the reactants O1CCCC1.[OH-].[Na+].[NH2:8][C:9]1[C:14]([C:15]2[O:19][N:18]=[C:17]([CH2:20][C:21]3[CH:26]=[CH:25][C:24]([OH:27])=[CH:23][CH:22]=3)[CH:16]=2)=[CH:13][CH:12]=[CH:11][N:10]=1.Cl[CH2:29][C:30]1[CH:35]=[CH:34][CH:33]=[C:32]([O:36][CH3:37])[N:31]=1, predict the reaction product. The product is: [CH3:37][O:36][C:32]1[N:31]=[C:30]([CH2:29][O:27][C:24]2[CH:25]=[CH:26][C:21]([CH2:20][C:17]3[CH:16]=[C:15]([C:14]4[C:9]([NH2:8])=[N:10][CH:11]=[CH:12][CH:13]=4)[O:19][N:18]=3)=[CH:22][CH:23]=2)[CH:35]=[CH:34][CH:33]=1. (3) Given the reactants [OH:1][CH2:2][CH2:3][CH2:4][C:5]1[CH:10]=[CH:9][C:8]([C:11]2[C:12](=[O:23])[NH:13][C:14]3[C:19]([N:20]=2)=[CH:18][CH:17]=[C:16]([O:21][CH3:22])[CH:15]=3)=[CH:7][CH:6]=1.Br[CH2:25][C:26](=[O:31])[C:27]([CH3:30])([CH3:29])[CH3:28], predict the reaction product. The product is: [CH3:28][C:27]([CH3:30])([CH3:29])[C:26](=[O:31])[CH2:25][N:13]1[C:14]2[C:19](=[CH:18][CH:17]=[C:16]([O:21][CH3:22])[CH:15]=2)[N:20]=[C:11]([C:8]2[CH:7]=[CH:6][C:5]([CH2:4][CH2:3][CH2:2][OH:1])=[CH:10][CH:9]=2)[C:12]1=[O:23]. (4) The product is: [CH:40]1([C:36]2[N:35]=[C:34]([C:9]3[C:17]4[C:12](=[CH:13][CH:14]=[C:15]([C:18]([O:20][CH3:21])=[O:19])[CH:16]=4)[N:11]([S:22]([C:25]4[CH:26]=[CH:27][C:28]([CH3:29])=[CH:30][CH:31]=4)(=[O:24])=[O:23])[CH:10]=3)[CH:39]=[N:38][CH:37]=2)[CH2:42][CH2:41]1. Given the reactants CC1(C)C(C)(C)OB([C:9]2[C:17]3[C:12](=[CH:13][CH:14]=[C:15]([C:18]([O:20][CH3:21])=[O:19])[CH:16]=3)[N:11]([S:22]([C:25]3[CH:31]=[CH:30][C:28]([CH3:29])=[CH:27][CH:26]=3)(=[O:24])=[O:23])[CH:10]=2)O1.Br[C:34]1[CH:39]=[N:38][CH:37]=[C:36]([CH:40]2[CH2:42][CH2:41]2)[N:35]=1.P([O-])([O-])([O-])=O.[K+].[K+].[K+], predict the reaction product. (5) The product is: [CH2:13]([C:15]1[CH:20]=[CH:19][C:18]([C:21](=[O:24])[CH:32]([C:31]2[CH:34]=[CH:35][CH:36]=[CH:37][C:30]=2[F:29])[OH:33])=[CH:17][CH:16]=1)[CH3:14]. Given the reactants C([Li])CCC.C(NC(C)C)(C)C.[CH2:13]([C:15]1[CH:20]=[CH:19][C:18]([CH:21]([O:24][Si](C)(C)C)C#N)=[CH:17][CH:16]=1)[CH3:14].[F:29][C:30]1[CH:37]=[CH:36][CH:35]=[CH:34][C:31]=1[CH:32]=[O:33], predict the reaction product.